This data is from Full USPTO retrosynthesis dataset with 1.9M reactions from patents (1976-2016). The task is: Predict the reactants needed to synthesize the given product. (1) The reactants are: [N+:1]([C:4]1[CH:5]=[N:6][CH:7]=[CH:8][C:9]=1[C:10]1[CH2:15][CH2:14][CH2:13][CH:12](O)[CH:11]=1)([O-:3])=[O:2].O1CCOCC1.CC1C=CC(S(O)(=O)=O)=CC=1.C([O-])(O)=O.[Na+]. Given the product [C:10]1([C:9]2[CH:8]=[CH:7][N:6]=[CH:5][C:4]=2[N+:1]([O-:3])=[O:2])[CH2:15][CH2:14][CH:13]=[CH:12][CH:11]=1, predict the reactants needed to synthesize it. (2) Given the product [Cl:1][C:2]1[CH:3]=[C:4]([C:14]([O:16][CH3:17])=[O:15])[C:5]2[O:9][C:8]([CH2:10][CH:11]=[O:12])=[CH:7][C:6]=2[CH:13]=1, predict the reactants needed to synthesize it. The reactants are: [Cl:1][C:2]1[CH:3]=[C:4]([C:14]([O:16][CH3:17])=[O:15])[C:5]2[O:9][C:8]([CH2:10][CH2:11][OH:12])=[CH:7][C:6]=2[CH:13]=1.CC(OI1(OC(C)=O)(OC(C)=O)OC(=O)C2C=CC=CC1=2)=O.